From a dataset of Catalyst prediction with 721,799 reactions and 888 catalyst types from USPTO. Predict which catalyst facilitates the given reaction. Reactant: Cl[C:2]1[C:11]([CH3:12])=[C:10]([Cl:13])[C:9]2[C:4](=[CH:5][C:6]([F:15])=[CH:7][C:8]=2[F:14])[N:3]=1.[CH3:16][C:17]1[N:22]=[CH:21][C:20](B(O)O)=[CH:19][CH:18]=1.C(=O)([O-])[O-].[K+].[K+]. Product: [Cl:13][C:10]1[C:9]2[C:4](=[CH:5][C:6]([F:15])=[CH:7][C:8]=2[F:14])[N:3]=[C:2]([C:20]2[CH:21]=[N:22][C:17]([CH3:16])=[CH:18][CH:19]=2)[C:11]=1[CH3:12]. The catalyst class is: 11.